Dataset: Reaction yield outcomes from USPTO patents with 853,638 reactions. Task: Predict the reaction yield, written as a fraction of the theoretical maximum amount of product (1.0 means a 100% yield; for example, 0.34 means a 34% yield). (1) The reactants are [CH2:1]([NH:3][C:4]([C:6]1[CH:7]=[C:8]2[C:13](=[CH:14][C:15]=1[OH:16])[N:12]=[CH:11][CH:10]=[C:9]2[O:17][C:18]1[CH:23]=[CH:22][C:21]([NH:24][C:25]([NH:27][CH2:28][CH3:29])=[O:26])=[C:20]([Cl:30])[CH:19]=1)=[O:5])[CH3:2].Br[CH2:32][CH:33]1[CH2:38][CH2:37][N:36]([C:39](OC(C)(C)C)=O)[CH2:35][CH2:34]1.C(=O)([O-])[O-].[K+].[K+].C=O.C([BH3-])#N.[Na+]. The catalyst is CN(C)C=O.C(OCC)(=O)C.CCCCCC.C(O)(=O)C.O. The product is [CH2:1]([NH:3][C:4]([C:6]1[CH:7]=[C:8]2[C:13](=[CH:14][C:15]=1[O:16][CH2:32][CH:33]1[CH2:38][CH2:37][N:36]([CH3:39])[CH2:35][CH2:34]1)[N:12]=[CH:11][CH:10]=[C:9]2[O:17][C:18]1[CH:23]=[CH:22][C:21]([NH:24][C:25]([NH:27][CH2:28][CH3:29])=[O:26])=[C:20]([Cl:30])[CH:19]=1)=[O:5])[CH3:2]. The yield is 0.590. (2) The reactants are [C:1]([NH:9][CH2:10][CH:11]1[CH2:16][CH2:15][CH2:14][CH:13]([N:17]2[C:26]3[CH:25]=[CH:24][CH:23]=[C:22]([C:27](O)=[O:28])[C:21]=3[C:20]3=[N:30][O:31][C:32]([CH3:33])=[C:19]3[C:18]2=[O:34])[CH2:12]1)(=[O:8])[C:2]1[CH:7]=[CH:6][CH:5]=[CH:4][CH:3]=1.CC[N:37]=C=NCCCN(C)C.C1C=CC2N(O)N=NC=2C=1.[NH4+].[Cl-].C(NC(C)C)(C)C. The catalyst is CN(C=O)C.CCOC(C)=O. The product is [C:1]([NH:9][CH2:10][CH:11]1[CH2:16][CH2:15][CH2:14][CH:13]([N:17]2[C:26]3[CH:25]=[CH:24][CH:23]=[C:22]([C:27]([NH2:37])=[O:28])[C:21]=3[C:20]3=[N:30][O:31][C:32]([CH3:33])=[C:19]3[C:18]2=[O:34])[CH2:12]1)(=[O:8])[C:2]1[CH:7]=[CH:6][CH:5]=[CH:4][CH:3]=1. The yield is 0.480. (3) The reactants are C(O[C:4]([C:6]1[C:7]([O:18][CH3:19])=[N:8][C:9]2[C:14]([C:15]=1[CH3:16])=[CH:13][CH:12]=[C:11]([F:17])[CH:10]=2)=[O:5])C.C[Al](C)C.[F:24][C:25]1[CH:32]=[CH:31][C:28]([CH2:29][NH2:30])=[CH:27][CH:26]=1.CCOC(C)=O.CCCCCC. The catalyst is C1(C)C=CC=CC=1. The product is [F:17][C:11]1[CH:10]=[C:9]2[C:14]([C:15]([CH3:16])=[C:6]([C:4]([NH:30][CH2:29][C:28]3[CH:31]=[CH:32][C:25]([F:24])=[CH:26][CH:27]=3)=[O:5])[C:7]([O:18][CH3:19])=[N:8]2)=[CH:13][CH:12]=1. The yield is 0.310. (4) The product is [C:1]1([N:11]2[C:15](=[O:16])[CH2:14][CH2:13][C:12]2=[O:17])[C:10]2[C:5](=[CH:6][CH:7]=[CH:8][CH:9]=2)[CH:4]=[CH:3][CH:2]=1. The catalyst is O1CCOCC1. The reactants are [C:1]1([NH2:11])[C:10]2[C:5](=[CH:6][CH:7]=[CH:8][CH:9]=2)[CH:4]=[CH:3][CH:2]=1.[C:12]1(=O)[O:17][C:15](=[O:16])[CH2:14][CH2:13]1.CN1CCOCC1. The yield is 0.660. (5) The reactants are C[O:2][C:3]([C@H:5]1[CH2:10][CH2:9][C@H:8]([O:11][C:12]2[CH:17]=[CH:16][CH:15]=[C:14]([CH3:18])[N:13]=2)[CH2:7][CH2:6]1)=O.O.[NH2:20][NH2:21]. The catalyst is C(O)CCC. The product is [CH3:18][C:14]1[N:13]=[C:12]([O:11][C@H:8]2[CH2:9][CH2:10][C@H:5]([C:3]([NH:20][NH2:21])=[O:2])[CH2:6][CH2:7]2)[CH:17]=[CH:16][CH:15]=1. The yield is 0.860. (6) The reactants are Br[CH2:2][C:3]1[C:13]([Cl:14])=[N:12][CH:11]=[CH:10][C:4]=1[C:5]([O:7]CC)=O.Cl.[CH3:16][C:17]1[N:22]=[C:21]([CH2:23][NH2:24])[CH:20]=[N:19][C:18]=1[O:25][CH2:26][C:27]([F:30])([F:29])[F:28]. No catalyst specified. The product is [Cl:14][C:13]1[C:3]2[CH2:2][N:24]([CH2:23][C:21]3[CH:20]=[N:19][C:18]([O:25][CH2:26][C:27]([F:30])([F:29])[F:28])=[C:17]([CH3:16])[N:22]=3)[C:5](=[O:7])[C:4]=2[CH:10]=[CH:11][N:12]=1. The yield is 0.840. (7) The reactants are [O:1]=[C:2]1[C:10]2[C:5](=[CH:6][C:7]([C:11]([OH:13])=[O:12])=[CH:8][CH:9]=2)[NH:4][NH:3]1.Cl.[CH3:15]O. No catalyst specified. The product is [OH:1][C:2]1[C:10]2[C:5](=[CH:6][C:7]([C:11]([O:13][CH3:15])=[O:12])=[CH:8][CH:9]=2)[NH:4][N:3]=1. The yield is 1.00. (8) The reactants are [CH2:1]([N:8]1[CH:12]=[C:11]([C:13]2[S:14][C:15]([C:19]([OH:21])=O)=[C:16]([CH3:18])[N:17]=2)[N:10]=[N:9]1)[C:2]1[CH:7]=[CH:6][CH:5]=CC=1.C1(CC[N:27]2[CH:31]=[C:30]([C:32]3S[C:34]([C:38](O)=O)=[C:35](C)[N:36]=3)N=N2)CC1.N1C=CC=C(CN)C=1. No catalyst specified. The product is [CH:7]1([CH2:2][CH2:1][N:8]2[CH:12]=[C:11]([C:13]3[S:14][C:15]([C:19]([NH:27][CH2:31][C:30]4[CH:32]=[N:36][CH:35]=[CH:34][CH:38]=4)=[O:21])=[C:16]([CH3:18])[N:17]=3)[N:10]=[N:9]2)[CH2:6][CH2:5]1. The yield is 0.190. (9) The reactants are [CH3:1][S:2]([C:5]1[CH:10]=[CH:9][C:8]([C:11]2[N:12]=[CH:13][C:14]([OH:17])=[N:15][CH:16]=2)=[CH:7][CH:6]=1)(=[O:4])=[O:3].CS(O[CH2:23][CH:24]1[CH2:29][CH2:28][N:27]([C:30]2[O:34][N:33]=[C:32]([CH:35]([CH3:37])[CH3:36])[N:31]=2)[CH2:26][CH2:25]1)(=O)=O.C([O-])([O-])=O.[K+].[K+].O. The catalyst is CN(C=O)C. The product is [CH3:37][CH:35]([C:32]1[N:31]=[C:30]([N:27]2[CH2:26][CH2:25][CH:24]([CH2:23][O:17][C:14]3[CH:13]=[N:12][C:11]([C:8]4[CH:7]=[CH:6][C:5]([S:2]([CH3:1])(=[O:3])=[O:4])=[CH:10][CH:9]=4)=[CH:16][N:15]=3)[CH2:29][CH2:28]2)[O:34][N:33]=1)[CH3:36]. The yield is 0.510. (10) The reactants are C([O:5][C:6](=[O:44])[CH2:7][N:8]1[C:12](=[O:13])[CH:11]([CH2:14][C:15]2[CH:20]=[CH:19][C:18]([N:21]3[CH2:26][CH2:25][CH:24]([NH:27][CH2:28][C@H:29]([OH:42])[C:30]4[CH:35]=[CH:34][C:33]([OH:36])=[C:32]([NH:37][S:38]([CH3:41])(=[O:40])=[O:39])[CH:31]=4)[CH2:23][CH2:22]3)=[CH:17][CH:16]=2)[S:10][C:9]1=[O:43])(C)(C)C.ClCCl.FC(F)(F)C(O)=O. The catalyst is C(OCC)C. The product is [OH:42][C@H:29]([C:30]1[CH:35]=[CH:34][C:33]([OH:36])=[C:32]([NH:37][S:38]([CH3:41])(=[O:39])=[O:40])[CH:31]=1)[CH2:28][NH:27][CH:24]1[CH2:25][CH2:26][N:21]([C:18]2[CH:17]=[CH:16][C:15]([CH2:14][CH:11]3[S:10][C:9](=[O:43])[N:8]([CH2:7][C:6]([OH:44])=[O:5])[C:12]3=[O:13])=[CH:20][CH:19]=2)[CH2:22][CH2:23]1. The yield is 0.580.